From a dataset of Catalyst prediction with 721,799 reactions and 888 catalyst types from USPTO. Predict which catalyst facilitates the given reaction. (1) Reactant: [CH3:1][O:2][CH2:3][C@H:4]1[O:30][C@@H:8]([O:9][C:10]2[CH:15]=[C:14]([CH2:16][O:17]C(=O)C)[CH:13]=[CH:12][C:11]=2[CH2:21][C:22]2[CH:27]=[CH:26][C:25]([CH2:28][CH3:29])=[CH:24][CH:23]=2)[C@H:7]([O:31]C(=O)C2C=CC=CC=2)[C@@H:6]([O:40]C(=O)C2C=CC=CC=2)[C@@H:5]1[O:49]C(=O)C1C=CC=CC=1.C(=O)([O-])[O-].[K+].[K+]. Product: [CH3:1][O:2][CH2:3][C@H:4]1[O:30][C@@H:8]([O:9][C:10]2[CH:15]=[C:14]([CH2:16][OH:17])[CH:13]=[CH:12][C:11]=2[CH2:21][C:22]2[CH:27]=[CH:26][C:25]([CH2:28][CH3:29])=[CH:24][CH:23]=2)[C@H:7]([OH:31])[C@@H:6]([OH:40])[C@@H:5]1[OH:49]. The catalyst class is: 100. (2) Reactant: CCN=C=NCCCN(C)C.C1C=CC2N(O)N=NC=2C=1.[CH:22]([C:25]1[CH:31]=[CH:30][CH:29]=[C:28]([CH:32]([CH3:34])[CH3:33])[C:26]=1[NH2:27])([CH3:24])[CH3:23].[Br:35][CH2:36][CH2:37][CH2:38][CH2:39][CH2:40][CH2:41][CH2:42][C:43](O)=[O:44]. Product: [Br:35][CH2:36][CH2:37][CH2:38][CH2:39][CH2:40][CH2:41][CH2:42][C:43]([NH:27][C:26]1[C:25]([CH:22]([CH3:24])[CH3:23])=[CH:31][CH:30]=[CH:29][C:28]=1[CH:32]([CH3:34])[CH3:33])=[O:44]. The catalyst class is: 3. (3) Reactant: [C:1]([O:5][C:6]([NH:8][C@@H:9]([C:13](C)(C)[CH:14]=[CH2:15])[C:10]([OH:12])=[O:11])=[O:7])([CH3:4])([CH3:3])[CH3:2].[I:18]I.C([O-])(O)=O.[Na+].[O-]S([O-])(=S)=O.[Na+].[Na+]. Product: [C:1]([O:5][C:6](=[O:7])[NH:8][CH:9]1[CH2:13][CH:14]([CH2:15][I:18])[O:11][C:10]1=[O:12])([CH3:4])([CH3:3])[CH3:2]. The catalyst class is: 20. (4) Reactant: [OH:1][CH2:2][C@H:3]([NH:5][C:6]([C:8]1[NH:9][C:10]([C:13]2[CH:18]=[C:17]([O:19][C:20]3[CH:21]=[N:22][C:23]([S:26]([CH3:29])(=[O:28])=[O:27])=[CH:24][CH:25]=3)[CH:16]=[C:15]([O:30][C@@H:31]([CH3:35])[CH2:32][O:33][CH3:34])[CH:14]=2)=[CH:11][CH:12]=1)=O)[CH3:4].CS(O)(=O)=O.C(N(CC)CC)C.C(=O)([O-])O.[Na+]. Product: [CH3:34][O:33][CH2:32][C@H:31]([CH3:35])[O:30][C:15]1[CH:16]=[C:17]([CH:18]=[C:13]([C:10]2[NH:9][C:8]([C:6]3[O:1][CH2:2][C@@H:3]([CH3:4])[N:5]=3)=[CH:12][CH:11]=2)[CH:14]=1)[O:19][C:20]1[CH:25]=[CH:24][C:23]([S:26]([CH3:29])(=[O:28])=[O:27])=[N:22][CH:21]=1. The catalyst class is: 7.